From a dataset of Forward reaction prediction with 1.9M reactions from USPTO patents (1976-2016). Predict the product of the given reaction. (1) Given the reactants [Cl:1][C:2]1[CH:3]=[CH:4][C:5]([O:29][CH3:30])=[C:6]([C:8]2[C:12]([NH:13][C:14]([C:16]3[CH:17]=[N:18][N:19]4[CH:24]=[CH:23][CH:22]=[N:21][C:20]=34)=[O:15])=[CH:11][N:10]([CH2:25][C:26]([OH:28])=O)[N:9]=2)[CH:7]=1.Cl.[CH3:32][C:33]1([CH3:38])[CH2:37][CH2:36][NH:35][CH2:34]1.F[P-](F)(F)(F)(F)F.C[N+](C)=C(N(C)C)ON1C2N=CC=CC=2N=N1.C(N(CC)CC)C, predict the reaction product. The product is: [Cl:1][C:2]1[CH:3]=[CH:4][C:5]([O:29][CH3:30])=[C:6]([C:8]2[C:12]([NH:13][C:14]([C:16]3[CH:17]=[N:18][N:19]4[CH:24]=[CH:23][CH:22]=[N:21][C:20]=34)=[O:15])=[CH:11][N:10]([CH2:25][C:26]([N:35]3[CH2:36][CH2:37][C:33]([CH3:38])([CH3:32])[CH2:34]3)=[O:28])[N:9]=2)[CH:7]=1. (2) Given the reactants [F:1][C:2]1[CH:36]=[C:35]([F:37])[CH:34]=[CH:33][C:3]=1[O:4][C:5]1[CH:10]=[CH:9][C:8]([N+:11]([O-])=O)=[CH:7][C:6]=1[C:14]1[C:22]2[C:17](=[C:18]([O:30][CH3:31])[N:19]=[C:20]([CH2:23][N:24]3[CH2:29][CH2:28][O:27][CH2:26][CH2:25]3)[CH:21]=2)[N:16]([CH3:32])[CH:15]=1.[Cl-].[NH4+].C(O)C.O, predict the reaction product. The product is: [F:1][C:2]1[CH:36]=[C:35]([F:37])[CH:34]=[CH:33][C:3]=1[O:4][C:5]1[CH:10]=[CH:9][C:8]([NH2:11])=[CH:7][C:6]=1[C:14]1[C:22]2[C:17](=[C:18]([O:30][CH3:31])[N:19]=[C:20]([CH2:23][N:24]3[CH2:25][CH2:26][O:27][CH2:28][CH2:29]3)[CH:21]=2)[N:16]([CH3:32])[CH:15]=1. (3) The product is: [C:1]([O:5][C:6](=[O:28])[CH2:7][CH2:8][C:9]1[CH:14]=[CH:13][C:12]([OH:15])=[CH:11][C:10]=1[CH2:16][N:17]1[C:18](=[O:27])[C:19]2[C:24](=[CH:23][CH:22]=[CH:21][CH:20]=2)[C:25]1=[O:26])([CH3:4])([CH3:2])[CH3:3]. Given the reactants [C:1]([O:5][C:6](=[O:28])[CH:7]=[CH:8][C:9]1[CH:14]=[CH:13][C:12]([OH:15])=[CH:11][C:10]=1[CH2:16][N:17]1[C:25](=[O:26])[C:24]2[C:19](=[CH:20][CH:21]=[CH:22][CH:23]=2)[C:18]1=[O:27])([CH3:4])([CH3:3])[CH3:2].[H][H], predict the reaction product. (4) Given the reactants [CH2:1]([O:8][CH2:9][CH:10]([NH:13][C:14](=[O:31])[O:15][CH2:16][C:17]1[C:26]([O:27]CC=C)=[CH:25][C:24]2[C:19](=[CH:20][CH:21]=[CH:22][CH:23]=2)[CH:18]=1)[O:11][CH3:12])[C:2]1[CH:7]=[CH:6][CH:5]=[CH:4][CH:3]=1.CC1(C)CC(=O)CC(=O)C1, predict the reaction product. The product is: [CH2:1]([O:8][CH2:9][CH:10]([NH:13][C:14](=[O:31])[O:15][CH2:16][C:17]1[C:26]([OH:27])=[CH:25][C:24]2[C:19](=[CH:20][CH:21]=[CH:22][CH:23]=2)[CH:18]=1)[O:11][CH3:12])[C:2]1[CH:7]=[CH:6][CH:5]=[CH:4][CH:3]=1. (5) Given the reactants C([O:4][C@H:5]1[C@H:10]([O:11]C(=O)C)[C@@H:9]([O:15]C(=O)C)[C@H:8]([C:19]2[CH:24]=[CH:23][C:22]([Cl:25])=[C:21]([CH2:26][C:27]3[CH:32]=[CH:31][C:30]([C:33](=[N:35][O:36][CH2:37][CH3:38])[CH3:34])=[CH:29][CH:28]=3)[CH:20]=2)[O:7][C@@H:6]1[CH2:39][O:40]C(=O)C)(=O)C.O.[OH-].[Li+], predict the reaction product. The product is: [CH2:37]([O:36][N:35]=[C:33]([C:30]1[CH:29]=[CH:28][C:27]([CH2:26][C:21]2[CH:20]=[C:19]([C@H:8]3[C@H:9]([OH:15])[C@@H:10]([OH:11])[C@H:5]([OH:4])[C@@H:6]([CH2:39][OH:40])[O:7]3)[CH:24]=[CH:23][C:22]=2[Cl:25])=[CH:32][CH:31]=1)[CH3:34])[CH3:38]. (6) Given the reactants [CH3:1][C:2]1([CH3:35])[CH2:7][NH:6][CH2:5][C:4]2[NH:8][C:9]([C:11]3[C:12]([CH3:34])=[CH:13][C:14]([CH3:33])=[C:15]([CH:32]=3)[C:16]([N:18]3[CH2:23][CH2:22][CH:21]([C:24]4[CH:31]=[CH:30][C:27]([C:28]#[N:29])=[CH:26][CH:25]=4)[CH2:20][CH2:19]3)=[O:17])=[N:10][C:3]1=2.C(O)(=O)C.[Na].[CH3:41][C:42]([CH3:44])=O, predict the reaction product. The product is: [CH:42]([N:6]1[CH2:7][C:2]([CH3:35])([CH3:1])[C:3]2[N:10]=[C:9]([C:11]3[C:12]([CH3:34])=[CH:13][C:14]([CH3:33])=[C:15]([CH:32]=3)[C:16]([N:18]3[CH2:19][CH2:20][CH:21]([C:24]4[CH:25]=[CH:26][C:27]([C:28]#[N:29])=[CH:30][CH:31]=4)[CH2:22][CH2:23]3)=[O:17])[NH:8][C:4]=2[CH2:5]1)([CH3:44])[CH3:41]. (7) Given the reactants [OH:1][C:2]1[CH:9]=[CH:8][C:5]([CH:6]=[O:7])=[CH:4][CH:3]=1.[C:10]([O:14][C:15]([NH:17][CH2:18][CH2:19]O)=[O:16])([CH3:13])([CH3:12])[CH3:11].C1(P(C2C=CC=CC=2)C2C=CC=CC=2)C=CC=CC=1.N(C(OCC)=O)=NC(OCC)=O, predict the reaction product. The product is: [C:10]([O:14][C:15]([NH:17][CH2:18][CH2:19][O:1][C:2]1[CH:9]=[CH:8][C:5]([CH:6]=[O:7])=[CH:4][CH:3]=1)=[O:16])([CH3:13])([CH3:12])[CH3:11].